This data is from Full USPTO retrosynthesis dataset with 1.9M reactions from patents (1976-2016). The task is: Predict the reactants needed to synthesize the given product. Given the product [C:34]([C:31]1[CH:30]=[CH:29][C:28]([CH2:27][N:26]2[C:25]3[CH:36]=[CH:37][CH:38]=[CH:39][C:24]=3[N:23]=[C:22]2[NH:1][CH2:2][CH2:3][CH2:4][N:5]2[CH2:10][CH2:9][CH:8]([C:11]3[CH:12]=[C:13]([NH:17][C:18](=[O:20])[CH3:19])[CH:14]=[CH:15][CH:16]=3)[CH2:7][CH2:6]2)=[CH:33][CH:32]=1)#[N:35], predict the reactants needed to synthesize it. The reactants are: [NH2:1][CH2:2][CH2:3][CH2:4][N:5]1[CH2:10][CH2:9][CH:8]([C:11]2[CH:12]=[C:13]([NH:17][C:18](=[O:20])[CH3:19])[CH:14]=[CH:15][CH:16]=2)[CH2:7][CH2:6]1.Cl[C:22]1[N:26]([CH2:27][C:28]2[CH:33]=[CH:32][C:31]([C:34]#[N:35])=[CH:30][CH:29]=2)[C:25]2[CH:36]=[CH:37][CH:38]=[CH:39][C:24]=2[N:23]=1.